Task: Predict which catalyst facilitates the given reaction.. Dataset: Catalyst prediction with 721,799 reactions and 888 catalyst types from USPTO Reactant: [CH2:1]([N:8]1[CH2:13][CH2:12][CH:11]([NH:14][C:15]2[C:20]([CH:21]=[O:22])=[CH:19][N:18]=[C:17]3[N:23]([CH2:26][O:27][CH2:28][CH2:29][Si:30]([CH3:33])([CH3:32])[CH3:31])[CH:24]=[CH:25][C:16]=23)[CH2:10][CH2:9]1)[C:2]1[CH:7]=[CH:6][CH:5]=[CH:4][CH:3]=1.[BH4-].[Na+]. Product: [CH2:1]([N:8]1[CH2:13][CH2:12][CH:11]([NH:14][C:15]2[C:20]([CH2:21][OH:22])=[CH:19][N:18]=[C:17]3[N:23]([CH2:26][O:27][CH2:28][CH2:29][Si:30]([CH3:33])([CH3:32])[CH3:31])[CH:24]=[CH:25][C:16]=23)[CH2:10][CH2:9]1)[C:2]1[CH:3]=[CH:4][CH:5]=[CH:6][CH:7]=1. The catalyst class is: 5.